Dataset: NCI-60 drug combinations with 297,098 pairs across 59 cell lines. Task: Regression. Given two drug SMILES strings and cell line genomic features, predict the synergy score measuring deviation from expected non-interaction effect. Synergy scores: CSS=14.5, Synergy_ZIP=-5.27, Synergy_Bliss=-4.92, Synergy_Loewe=-77.3, Synergy_HSA=-7.02. Cell line: NCI-H322M. Drug 1: C1=CC(=C2C(=C1NCCNCCO)C(=O)C3=C(C=CC(=C3C2=O)O)O)NCCNCCO. Drug 2: C1=CC(=CC=C1CCCC(=O)O)N(CCCl)CCCl.